This data is from Forward reaction prediction with 1.9M reactions from USPTO patents (1976-2016). The task is: Predict the product of the given reaction. Given the reactants [F:1][C:2]([F:22])([F:21])[C:3]1[CH:8]=[CH:7][C:6]([N:9]2[CH2:13][CH2:12][C:11]3([CH2:18][CH2:17][C:16](=[O:19])[CH2:15][CH2:14]3)[C:10]2=[O:20])=[CH:5][CH:4]=1.[C:23]([Mg]Br)([CH3:25])=[CH2:24].Cl[Ce](Cl)Cl, predict the reaction product. The product is: [OH:19][C:16]1([C:23]([CH3:25])=[CH2:24])[CH2:15][CH2:14][C:11]2([C:10](=[O:20])[N:9]([C:6]3[CH:7]=[CH:8][C:3]([C:2]([F:1])([F:21])[F:22])=[CH:4][CH:5]=3)[CH2:13][CH2:12]2)[CH2:18][CH2:17]1.